This data is from Retrosynthesis with 50K atom-mapped reactions and 10 reaction types from USPTO. The task is: Predict the reactants needed to synthesize the given product. (1) Given the product BrCc1cc(-c2ccccc2)n(Cc2ccccc2)n1, predict the reactants needed to synthesize it. The reactants are: BrC(Br)(Br)Br.OCc1cc(-c2ccccc2)n(Cc2ccccc2)n1. (2) Given the product CC(C)(C)OC(=O)N1CCC(O)C(N)C1, predict the reactants needed to synthesize it. The reactants are: CC(C)(C)OC(=O)N1CCC(O)C(N=[N+]=[N-])C1. (3) Given the product O=C(O)c1ccc(-c2cccc3cccnc23)s1, predict the reactants needed to synthesize it. The reactants are: O=C(O)c1ccc(Br)s1.OB(O)c1cccc2cccnc12. (4) Given the product CCC(C)Oc1ccc(OCCOc2cccc(Cl)n2)cc1, predict the reactants needed to synthesize it. The reactants are: CCC(C)Oc1ccc(OCCO)cc1.Clc1cccc(Cl)n1.